Dataset: Forward reaction prediction with 1.9M reactions from USPTO patents (1976-2016). Task: Predict the product of the given reaction. (1) Given the reactants [OH:1][C:2]1[CH:9]=[C:8]([O:10][CH2:11][CH2:12][CH2:13][CH2:14][CH2:15][CH2:16][CH2:17][CH3:18])[CH:7]=[CH:6][C:3]=1[CH:4]=O.Cl.[NH2:20][OH:21], predict the reaction product. The product is: [OH:1][C:2]1[CH:9]=[C:8]([O:10][CH2:11][CH2:12][CH2:13][CH2:14][CH2:15][CH2:16][CH2:17][CH3:18])[CH:7]=[CH:6][C:3]=1[CH:4]=[N:20][OH:21]. (2) Given the reactants [CH:1]([N:4]1[C:8]([C:9]2[N:10]=[C:11]3[C:17]4[CH:18]=[C:19]([C:22]([OH:24])=O)[N:20]=[CH:21][C:16]=4[O:15][CH2:14][CH2:13][N:12]3[CH:25]=2)=[N:7][CH:6]=[N:5]1)([CH3:3])[CH3:2].CN(C)C=O.C(N(CC)C(C)C)(C)C.F[P-](F)(F)(F)(F)F.C[N+](C)=C(N(C)C)ON1C2N=CC=CC=2N=N1.[C:64]([N:68]1[CH2:73][CH2:72][NH:71][CH2:70][CH2:69]1)([CH3:67])([CH3:66])[CH3:65], predict the reaction product. The product is: [C:64]([N:68]1[CH2:73][CH2:72][N:71]([C:22]([C:19]2[N:20]=[CH:21][C:16]3[O:15][CH2:14][CH2:13][N:12]4[CH:25]=[C:9]([C:8]5[N:4]([CH:1]([CH3:3])[CH3:2])[N:5]=[CH:6][N:7]=5)[N:10]=[C:11]4[C:17]=3[CH:18]=2)=[O:24])[CH2:70][CH2:69]1)([CH3:67])([CH3:66])[CH3:65].